This data is from Peptide-MHC class II binding affinity with 134,281 pairs from IEDB. The task is: Regression. Given a peptide amino acid sequence and an MHC pseudo amino acid sequence, predict their binding affinity value. This is MHC class II binding data. (1) The binding affinity (normalized) is 0.570. The peptide sequence is IKLPIILAFATCFLIP. The MHC is DRB1_0101 with pseudo-sequence DRB1_0101. (2) The peptide sequence is KALWIIFSQNMNIKL. The MHC is DRB3_0101 with pseudo-sequence DRB3_0101. The binding affinity (normalized) is 0.272. (3) The peptide sequence is KQQVIAELYEKFFRI. The MHC is HLA-DQA10501-DQB10201 with pseudo-sequence HLA-DQA10501-DQB10201. The binding affinity (normalized) is 0.518. (4) The peptide sequence is STVFLVPRRHGKTWF. The MHC is DRB1_0301 with pseudo-sequence DRB1_0301. The binding affinity (normalized) is 0.217. (5) The peptide sequence is KMYFNLIDTKCYK. The MHC is DRB3_0101 with pseudo-sequence DRB3_0101. The binding affinity (normalized) is 0. (6) The MHC is DRB3_0202 with pseudo-sequence DRB3_0202. The binding affinity (normalized) is 0.722. The peptide sequence is FFIQSFTMSTALKRL. (7) The peptide sequence is SVKRSNGSAEVHRGA. The MHC is HLA-DPA10103-DPB10401 with pseudo-sequence HLA-DPA10103-DPB10401. The binding affinity (normalized) is 0.192.